Dataset: Cav3 T-type calcium channel HTS with 100,875 compounds. Task: Binary Classification. Given a drug SMILES string, predict its activity (active/inactive) in a high-throughput screening assay against a specified biological target. (1) The molecule is O=C(N1CCN(CC1)c1nc(N2CCN(CC2)C(=O)Cn2nnc(c2)CCC\N=C(\[NH3+])N)nc(n1)NCCOCCOCCOCC#C)C(n1nnc(c1)CCO)C(C)C. The result is 0 (inactive). (2) The molecule is S(=O)(=O)(N(CC(=O)Nc1cc(ccc1)C(F)(F)F)c1ccc(OC)cc1)C. The result is 1 (active). (3) The molecule is S(C=1NC(=O)C(C(c2c(OCC)cccc2)C1C#N)C(OCC)=O)CC(OC)=O. The result is 0 (inactive). (4) The molecule is FC(F)(F)c1ccc(C2CC(OC(=C2)C(O)=O)OCCCCO)cc1. The result is 0 (inactive). (5) The drug is N(Cc1c(cccc1)C)c1nn(c2ccccc2)c(n1)N. The result is 0 (inactive). (6) The molecule is O=C(N\N=C1\CCCc2c1cccc2)C(c1ccccc1)c1ccccc1. The result is 0 (inactive).